This data is from Full USPTO retrosynthesis dataset with 1.9M reactions from patents (1976-2016). The task is: Predict the reactants needed to synthesize the given product. (1) Given the product [Cl:11][C:10]1[C:9]([CH3:12])=[CH:8][C:5]([C:6]#[N:7])=[CH:4][C:3]=1[CH2:2][C:13]#[N:14], predict the reactants needed to synthesize it. The reactants are: Br[CH2:2][C:3]1[CH:4]=[C:5]([CH:8]=[C:9]([CH3:12])[C:10]=1[Cl:11])[C:6]#[N:7].[C-:13]#[N:14].[K+]. (2) Given the product [C:1]1([C@H:7]([O:9][C:10](=[O:19])[NH:11][C:12]2[CH:17]=[CH:16][CH:15]=[CH:14][C:13]=2[C:24]2[CH:25]=[CH:26][C:21]([OH:20])=[CH:22][CH:23]=2)[CH3:8])[CH:6]=[CH:5][CH:4]=[CH:3][CH:2]=1, predict the reactants needed to synthesize it. The reactants are: [C:1]1([C@H:7]([O:9][C:10](=[O:19])[NH:11][C:12]2[CH:17]=[CH:16][CH:15]=[CH:14][C:13]=2Br)[CH3:8])[CH:6]=[CH:5][CH:4]=[CH:3][CH:2]=1.[OH:20][C:21]1[CH:26]=[CH:25][C:24](B(O)O)=[CH:23][CH:22]=1. (3) Given the product [CH3:8][C:7]1[CH:6]=[CH:5][C:4]2[C:9](=[CH:10][CH:11]=[C:12]([O:13][C@H:14]3[CH2:15][CH2:16][C@@H:17]([C:20]([F:21])([F:22])[F:23])[CH2:18][CH2:19]3)[C:3]=2[C:2]([F:1])([F:26])[F:27])[N:34]=1, predict the reactants needed to synthesize it. The reactants are: [F:1][C:2]([F:27])([F:26])[C:3]1[C:12]([O:13][C@H:14]2[CH2:19][CH2:18][C@@H:17]([C:20]([F:23])([F:22])[F:21])[CH2:16][CH2:15]2)=[CH:11][CH:10]=[C:9]2[C:4]=1[CH:5]=[CH:6][C:7](C=O)=[CH:8]2.IC1C(O[C@H]2CC[C@@H](C(F)(F)F)CC2)=CC=C2C=1C=CC(C)=[N:34]2. (4) Given the product [OH:39][C@H:21]([CH2:22][O:23][C:24]1[CH:29]=[CH:28][C:27]([OH:30])=[C:26]([NH:34][S:35]([CH3:38])(=[O:36])=[O:37])[CH:25]=1)[CH2:20][NH:19][C@H:17]([CH3:18])[CH2:16][C:14]1[CH:13]=[CH:12][C:10]2[O:11][C@@H:6]([C:4]([OH:5])=[O:3])[CH2:7][O:8][C:9]=2[CH:15]=1, predict the reactants needed to synthesize it. The reactants are: C([O:3][C:4]([C@@H:6]1[O:11][C:10]2[CH:12]=[CH:13][C:14]([CH2:16][C@H:17]([NH:19][CH2:20][C@H:21]([OH:39])[CH2:22][O:23][C:24]3[CH:29]=[CH:28][C:27]([O:30]COC)=[C:26]([NH:34][S:35]([CH3:38])(=[O:37])=[O:36])[CH:25]=3)[CH3:18])=[CH:15][C:9]=2[O:8][CH2:7]1)=[O:5])C.Cl.